From a dataset of Experimentally validated miRNA-target interactions with 360,000+ pairs, plus equal number of negative samples. Binary Classification. Given a miRNA mature sequence and a target amino acid sequence, predict their likelihood of interaction. (1) The miRNA is hsa-miR-7110-5p with sequence UGGGGGUGUGGGGAGAGAGAG. The protein sequence of the target gene is MHRAPSPTAEQPPGGGDSARRTLQPRLKPSARAMALPRTLGELQLYRVLQRANLLSYYETFIQQGGDDVQQLCEAGEEEFLEIMALVGMATKPLHVRRLQKALREWATNPGLFSQPVPAVPVSSIPLFKISETAGTRKGSMSNGHGSPGEKAGSARSFSPKSPLELGEKLSPLPGGPGAGDPRIWPGRSTPESDVGAGGEEEAGSPPFSPPAGGGVPEGTGAGGLAAGGTGGGPDRLEPEMVRMVVESVERIFRSFPRGDAGEVTSLLKLNKKLARSVGHIFEMDDNDSQKEEEIRKYSI.... Result: 1 (interaction). (2) The miRNA is hsa-miR-7154-3p with sequence AGGAGGACAAGUUGUGGGAU. The protein sequence of the target gene is MGANNGKQYGSEGKGSSSISSDVSSSTDHTPTKAQKNVATSEDSDLSMRTLSTPSPALICPPNLPGFQNGRGSSTSSSSITGETVAMVHSPPPTRLTHPLIRLASRPQKEQASIDRLPDHSMVQIFSFLPTNQLCRCARVCRRWYNLAWDPRLWRTIRLTGETINVDRALKVLTRRLCQDTPNVCLMLETVTVSGCRRLTDRGLYTIAQCCPELRRLEVSGCYNISNEAVFDVVSLCPNLEHLDVSGCSKVTCISLTREASIKLSPLHGKQISIRYLDMTDCFVLEDEGLHTIAAHCTQL.... Result: 0 (no interaction). (3) The miRNA is hsa-miR-215-5p with sequence AUGACCUAUGAAUUGACAGAC. The protein sequence of the target gene is MNKSQEQVSFKDVCVDFTQEEWYLLDPAQKILYRDVILENYSNLVSVGYCITKPEVIFKIEQGEEPWILEKGFPSQCHPERKWKVDDVLESSQENEDDHFWELLFHNNKTVSVENGDRGSKTFNLGTDPVSLRNYPYKICDSCEMNLKNISGLIISKKNCSRKKPDEFNVCEKLLLDIRHEKIPIGEKSYKYDQKRNAINYHQDLSQPSFGQSFEYSKNGQGFHDEAAFFTNKRSQIGETVCKYNECGRTFIESLKLNISQRPHLEMEPYGCSICGKSFCMNLRFGHQRALTKDNPYEYN.... Result: 1 (interaction). (4) The protein sequence of the target gene is MLAWQDVGAKAAPSHHKISFSVLDILDPQKFTRAALPPVRLAALEAKKSLEEVEAGQDACSGNPIGSQETPDAVGRGIDPGSPVEGSEAEEEEEAEDAGRAHQPERWQGVHEGSPEARAVAVGTEESGAEGLPASPGSPGSPRPRRRRAESSCAKPRRARTAFTYEQLVALENKFRATRYLSVCERLNLALSLSLTETQVKIWFQNRRTKWKKQNPGADGAVQAGGGAPQPGTPGAVAGGGGSATGSSPGPPVPGALPYQTFPTYPATNVLFPAASFPLTTAANGSPFTPFLGPSYLTPF.... The miRNA is mmu-miR-3092-3p with sequence GAAUGGGGCUGUUUCCCCUCC. Result: 0 (no interaction). (5) The miRNA is mmu-miR-27a-5p with sequence AGGGCUUAGCUGCUUGUGAGCA. The protein sequence of the target gene is MLEELECGAPGARGAATAMDCKDRPAFPVKKLIQARLPFKRLNLVPKGKADDMSDDQGTSVQSKSPDLEASLDTLENNCHVGSDIDFRPKLVNGKGPLDNFLRNRIETSIGQSTVIIDLTEDSNEQPDSLVDHNKLNSEASPSREAINGQREDTGDQQGLLKAIQNDKLAFPGETLSDIPCKTEEEGVGCGGAGRRGDSQECSPRSCPELTSGPRMCPRKEQDSWSEAGGILFKGKVPMVVLQDILAVRPPQIKSLPATPQGKNMTPESEVLESFPEEDSVLSHSSLSSPSSTSSPEGPP.... Result: 0 (no interaction). (6) The miRNA is hsa-miR-1298-5p with sequence UUCAUUCGGCUGUCCAGAUGUA. The protein sequence of the target gene is MHSPPRDQAAIMLWKLVENVKYEDIYEDRHDGVPSHSSRLSQLGSVSQGPYSSAPPLSHTPSSDFQPPYFPPPYQPLPYHQSQDPYSHVNDPYSLNPLHQPQQHPWGQRQRQEVGSEAGSLLPQPRAALPQLSGLDPRRDYHSVRRPDVLLHSAHHGLDAGMGDSLSLHGLGHPGMEDVQSVEDANNSGMNLLDQSVIKKVPVPPKSVTSLMMNKDGFLGGMSVNTGEVFCSVPGRLSLLSSTSKYKVTVGEVQRRLSPPECLNASLLGGVLRRAKSKNGGRSLRERLEKIGLNLPAGRR.... Result: 0 (no interaction). (7) The miRNA is hsa-miR-6832-3p with sequence ACCCUUUUUCUCUUUCCCAG. The protein sequence of the target gene is MCTNIVYEWLRALQLPQYAESFVDNGYDDLEVCKQIGDPDLDAIGVLAPAHRRRILEAVHRLREQDAAAAGLYFTLEPQPVPPAPLVEAVPPGRRGEPCGSSAQGTRGDPRGQPGAPCSRELVSYPKLKLKIMIRDKLVRDGIHLSKPPYSRKVPMAGILEYLMNWPKSSQNH. Result: 0 (no interaction).